Dataset: Reaction yield outcomes from USPTO patents with 853,638 reactions. Task: Predict the reaction yield, written as a fraction of the theoretical maximum amount of product (1.0 means a 100% yield; for example, 0.34 means a 34% yield). (1) The reactants are [Br:1][C:2]1[CH:8]=[CH:7][C:5]([NH2:6])=[C:4]([CH3:9])[CH:3]=1.CCN(C(C)C)C(C)C.CN(C=O)C.[CH:24]1([C:27](Cl)=[O:28])[CH2:26][CH2:25]1. The catalyst is CCOC(C)=O.O. The product is [Br:1][C:2]1[CH:8]=[CH:7][C:5]([NH:6][C:27]([CH:24]2[CH2:26][CH2:25]2)=[O:28])=[C:4]([CH3:9])[CH:3]=1. The yield is 0.940. (2) The reactants are [C:1]([C:5]1[C:19]([OH:20])=[CH:18][C:8]2[CH2:9][C:10]3([O:17][C:7]=2[CH:6]=1)[CH2:16][CH2:15][CH2:14][CH2:13][CH2:12][CH2:11]3)([CH3:4])([CH3:3])[CH3:2].[H-].[Na+].[CH2:23](Br)[CH:24]=[CH2:25].[Cl-].[NH4+]. The catalyst is CN(C)C=O. The product is [C:1]([C:5]1[C:19]([O:20][CH2:25][CH:24]=[CH2:23])=[CH:18][C:8]2[CH2:9][C:10]3([O:17][C:7]=2[CH:6]=1)[CH2:16][CH2:15][CH2:14][CH2:13][CH2:12][CH2:11]3)([CH3:4])([CH3:2])[CH3:3]. The yield is 0.900. (3) The reactants are [CH3:1][C:2]1[CH:3]=[C:4]([CH:8]=[CH:9][C:10]=1[C:11]([N:13]1[CH2:17][CH:16]=[CH:15][CH2:14]1)=[O:12])[C:5]([OH:7])=O.CN(C(ON1N=NC2C=CC=CC1=2)=[N+](C)C)C.[B-](F)(F)(F)F.CN1CCOCC1.[Cl:47][C:48]1[CH:61]=[CH:60][C:51]2[NH:52][C:53]([C@@H:55]([NH2:59])[CH2:56][O:57][CH3:58])=[N:54][C:50]=2[CH:49]=1.ClCl. The catalyst is CN(C)C=O.ClCCl.CO. The product is [CH3:1][C:2]1[CH:3]=[C:4]([CH:8]=[CH:9][C:10]=1[C:11]([N:13]1[CH2:17][CH:16]=[CH:15][CH2:14]1)=[O:12])[C:5]([NH:59][C@H:55]([C:53]1[NH:52][C:51]2[CH:60]=[CH:61][C:48]([Cl:47])=[CH:49][C:50]=2[N:54]=1)[CH2:56][O:57][CH3:58])=[O:7]. The yield is 0.740.